This data is from Full USPTO retrosynthesis dataset with 1.9M reactions from patents (1976-2016). The task is: Predict the reactants needed to synthesize the given product. (1) Given the product [C:26]([O:29][CH2:30][C:31]1[C:32]([N:46]2[CH2:57][CH2:56][N:55]3[C:48](=[CH:49][C:50]4[CH2:51][C:52]([CH3:59])([CH3:58])[CH2:53][C:54]=43)[C:47]2=[O:60])=[N:33][CH:34]=[CH:35][C:36]=1[C:13]1[CH:14]=[C:9]([NH:8][C:4]2[CH:5]=[C:6]([CH3:7])[NH:2][N:3]=2)[C:10](=[O:25])[N:11]([CH3:24])[CH:12]=1)(=[O:28])[CH3:27], predict the reactants needed to synthesize it. The reactants are: C[N:2]1[C:6]([CH3:7])=[CH:5][C:4]([NH:8][C:9]2[C:10](=[O:25])[N:11]([CH3:24])[CH:12]=[C:13](B3OC(C)(C)C(C)(C)O3)[CH:14]=2)=[N:3]1.[C:26]([O:29][CH2:30][C:31]1[C:32]([N:46]2[CH2:57][CH2:56][N:55]3[C:48](=[CH:49][C:50]4[CH2:51][C:52]([CH3:59])([CH3:58])[CH2:53][C:54]=43)[C:47]2=[O:60])=[N:33][CH:34]=[CH:35][C:36]=1B1OC(C)(C)C(C)(C)O1)(=[O:28])[CH3:27].[O-]P([O-])([O-])=O.[K+].[K+].[K+].C([O-])(=O)C.[Na+]. (2) Given the product [CH3:1][C:2]1[O:6][C:5]([C:7]2[S:8][CH:9]=[CH:10][CH:11]=2)=[N:4][C:3]=1[CH2:12][C:13]#[N:34], predict the reactants needed to synthesize it. The reactants are: [CH3:1][C:2]1[O:6][C:5]([C:7]2[S:8][CH:9]=[CH:10][CH:11]=2)=[N:4][C:3]=1[CH2:12][C:13](O)=O.C(OC1C=CC(C2OC(C)=C(CC(O)=O)[N:34]=2)=CC=1)C1C=CC=CC=1.C(Cl)(Cl)Cl. (3) Given the product [CH:12]([C:11]1[CH:14]=[CH:15][C:8]([N:7]([C:1]2[CH:2]=[CH:3][CH:4]=[CH:5][CH:6]=2)[C:16]2[CH:21]=[CH:20][C:19]([C:32]3[CH:39]=[CH:38][C:35]([C:36]#[N:37])=[C:34]([C:40]#[N:41])[CH:33]=3)=[CH:18][CH:17]=2)=[CH:9][CH:10]=1)=[O:13], predict the reactants needed to synthesize it. The reactants are: [C:1]1([N:7]([C:16]2[CH:21]=[CH:20][C:19](B3OC(C)(C)C(C)(C)O3)=[CH:18][CH:17]=2)[C:8]2[CH:15]=[CH:14][C:11]([CH:12]=[O:13])=[CH:10][CH:9]=2)[CH:6]=[CH:5][CH:4]=[CH:3][CH:2]=1.I[C:32]1[CH:33]=[C:34]([C:40]#[N:41])[C:35](=[CH:38][CH:39]=1)[C:36]#[N:37].C(P(C(C)(C)C)C(C)(C)C)(C)(C)C.C([O-])([O-])=O.[K+].[K+]. (4) Given the product [Cl:28][C:24]1[CH:23]=[C:22]([C:19]2[N:17]3[N:18]=[C:13]([NH:1][CH:2]4[CH2:7][CH2:6][CH:5]([S:8]([NH2:11])(=[O:9])=[O:10])[CH2:4][CH2:3]4)[CH:14]=[CH:15][C:16]3=[N:21][CH:20]=2)[CH:27]=[CH:26][CH:25]=1, predict the reactants needed to synthesize it. The reactants are: [NH2:1][CH:2]1[CH2:7][CH2:6][CH:5]([S:8]([NH2:11])(=[O:10])=[O:9])[CH2:4][CH2:3]1.Cl[C:13]1[CH:14]=[CH:15][C:16]2[N:17]([C:19]([C:22]3[CH:27]=[CH:26][CH:25]=[C:24]([Cl:28])[CH:23]=3)=[CH:20][N:21]=2)[N:18]=1.[F-].[K+]. (5) Given the product [CH:28]1([N:23]2[C:24]3[C:19](=[CH:18][CH:17]=[C:16]([C:14]4[S:13][C:12]5[CH2:37][CH:9]([OH:8])[CH2:10][C:11]=5[CH:15]=4)[C:25]=3[CH:47]=[O:48])[C:20](=[O:36])[C:21]([C:31]([O:33][CH2:34][CH3:35])=[O:32])=[CH:22]2)[CH2:29][CH2:30]1, predict the reactants needed to synthesize it. The reactants are: [Si]([O:8][CH:9]1[CH2:37][C:12]2[S:13][C:14]([C:16]3[C:25](OC)=[C:24]4[C:19]([C:20](=[O:36])[C:21]([C:31]([O:33][CH2:34][CH3:35])=[O:32])=[CH:22][N:23]4[CH:28]4[CH2:30][CH2:29]4)=[CH:18][CH:17]=3)=[CH:15][C:11]=2[CH2:10]1)(C(C)(C)C)(C)C.F.[NH+]1C=CC=CC=1.C1C[O:48][CH2:47]C1. (6) Given the product [ClH:30].[ClH:30].[ClH:30].[CH2:1]([N:8]1[CH2:13][CH2:12][N:11]([CH2:14][CH2:15][C:16]([NH:18][C:19]2[CH:29]=[CH:28][C:22]3[CH2:23][CH2:24][NH:25][CH2:26][CH2:27][C:21]=3[CH:20]=2)=[O:17])[CH2:10][CH2:9]1)[C:2]1[CH:7]=[CH:6][CH:5]=[CH:4][CH:3]=1, predict the reactants needed to synthesize it. The reactants are: [CH2:1]([N:8]1[CH2:13][CH2:12][N:11]([CH2:14][CH2:15][C:16]([NH:18][C:19]2[CH:29]=[CH:28][C:22]3[CH2:23][CH2:24][NH:25][CH2:26][CH2:27][C:21]=3[CH:20]=2)=[O:17])[CH2:10][CH2:9]1)[C:2]1[CH:7]=[CH:6][CH:5]=[CH:4][CH:3]=1.[ClH:30]. (7) Given the product [N:1]1([CH2:6][CH2:7][C@H:8]2[CH2:13][C@@H:12]([OH:14])[CH2:11][CH2:10][C@@:9]2([C@H:33]2[CH2:41][CH2:40][C@@:39]3([CH3:42])[C@@H:35]([CH2:36][CH2:37][C:38]3=[CH2:43])[C@@H:34]2[OH:44])[CH3:32])[CH:5]=[CH:4][N:3]=[CH:2]1, predict the reactants needed to synthesize it. The reactants are: [N:1]1([CH2:6][CH2:7][C@H:8]2[CH2:13][C@@H:12]([O:14][Si](C(C)(C)C)(C3C=CC=CC=3)C3C=CC=CC=3)[CH2:11][CH2:10][C@@:9]2([C@H:33]2[CH2:41][CH2:40][C@@:39]3([CH3:42])[C@@H:35]([CH2:36][CH2:37][C:38]3=[CH2:43])[C@@H:34]2[OH:44])[CH3:32])[CH:5]=[CH:4][N:3]=[CH:2]1.CCCC[N+](CCCC)(CCCC)CCCC.[F-].